Task: Predict the reactants needed to synthesize the given product.. Dataset: Full USPTO retrosynthesis dataset with 1.9M reactions from patents (1976-2016) (1) Given the product [O:14]1[CH2:15][CH2:16][O:17][C:12]2[CH:11]=[C:10]([NH:8][C:9]3[N:3]4[CH:4]=[CH:5][N:6]=[CH:7][C:2]4=[N:1][C:27]=3[C:25]3[CH:24]=[CH:23][N:22]=[C:21]([F:20])[CH:26]=3)[CH:19]=[CH:18][C:13]1=2, predict the reactants needed to synthesize it. The reactants are: [NH2:1][C:2]1[CH:7]=[N:6][CH:5]=[CH:4][N:3]=1.[N+:8]([C:10]1[CH:19]=[CH:18][C:13]2[O:14][CH2:15][CH2:16][O:17][C:12]=2[CH:11]=1)#[C-:9].[F:20][C:21]1[CH:26]=[C:25]([CH:27]=O)[CH:24]=[CH:23][N:22]=1.[Cl-].[In+3].[Cl-].[Cl-]. (2) Given the product [CH2:20]([O:19][CH:17]=[CH:18][C:3](=[O:4])[C:2]([Cl:1])([F:10])[C:6]([F:9])([F:8])[F:7])[CH2:21][CH2:22][CH3:23], predict the reactants needed to synthesize it. The reactants are: [Cl:1][C:2]([F:10])([C:6]([F:9])([F:8])[F:7])[C:3](Cl)=[O:4].N1C=CC=CC=1.[CH:17]([O:19][CH2:20][CH2:21][CH2:22][CH3:23])=[CH2:18]. (3) Given the product [CH2:10]=[CH:11][CH3:12].[CH2:13]=[CH:14][CH2:15][CH2:16][CH3:17].[CH2:4]=[CH2:5], predict the reactants needed to synthesize it. The reactants are: C[Si](C)(OCC)O[CH2:4][CH3:5].[CH2:10]=[CH:11][CH3:12].[CH2:13]=[CH:14][CH2:15][CH2:16][CH3:17].C=C. (4) Given the product [NH2:1][C:4]1[CH:9]=[CH:8][C:7]([C:10]2[S:11][CH:12]=[CH:13][CH:14]=2)=[CH:6][C:5]=1[NH:15][C:16](=[O:28])[C:17]1[CH:18]=[CH:19][C:20]([C:23]2[NH:27][N:26]=[N:25][N:24]=2)=[CH:21][CH:22]=1, predict the reactants needed to synthesize it. The reactants are: [N+:1]([C:4]1[CH:9]=[CH:8][C:7]([C:10]2[S:11][CH:12]=[CH:13][CH:14]=2)=[CH:6][C:5]=1[NH:15][C:16](=[O:28])[C:17]1[CH:22]=[CH:21][C:20]([C:23]2[NH:27][N:26]=[N:25][N:24]=2)=[CH:19][CH:18]=1)([O-])=O. (5) Given the product [Cl:1][C:2]1[C:7]([CH3:8])=[CH:6][C:5]([S:9]([NH:12][C:13]2[CH:14]=[C:15]([C:19]3[CH:24]=[CH:23][C:22]([CH2:25][NH:41][C@@H:34]([CH2:35][OH:36])[C:33]([OH:32])=[O:42])=[CH:21][CH:20]=3)[CH:16]=[CH:17][CH:18]=2)(=[O:11])=[O:10])=[C:4]([CH3:27])[CH:3]=1, predict the reactants needed to synthesize it. The reactants are: [Cl:1][C:2]1[C:7]([CH3:8])=[CH:6][C:5]([S:9]([NH:12][C:13]2[CH:14]=[C:15]([C:19]3[CH:24]=[CH:23][C:22]([CH:25]=O)=[CH:21][CH:20]=3)[CH:16]=[CH:17][CH:18]=2)(=[O:11])=[O:10])=[C:4]([CH3:27])[CH:3]=1.C([O:32][C:33](=[O:42])[C@@H:34]([NH2:41])[CH2:35][O:36]C(C)(C)C)(C)(C)C.C(O)(=O)C.C([BH3-])#N.[Na+].